This data is from Full USPTO retrosynthesis dataset with 1.9M reactions from patents (1976-2016). The task is: Predict the reactants needed to synthesize the given product. (1) Given the product [C:23]([O:22][C:20]([N:2]([CH3:1])[CH2:3][CH2:4][CH2:5][CH2:6][C:7]([OH:9])=[O:8])=[O:21])([CH3:24])([CH3:25])[CH3:26], predict the reactants needed to synthesize it. The reactants are: [CH3:1][NH:2][CH2:3][CH2:4][CH2:5][CH2:6][C:7]([OH:9])=[O:8].[OH-].[Na+].[C:20](O[C:20]([O:22][C:23]([CH3:26])([CH3:25])[CH3:24])=[O:21])([O:22][C:23]([CH3:26])([CH3:25])[CH3:24])=[O:21].CCCCC. (2) Given the product [I:19][C:17]1[CH:16]=[C:15]2[N:14]([CH:18]=1)[CH2:13][CH2:12][O:21][CH2:20]2, predict the reactants needed to synthesize it. The reactants are: CC1C=CC(S(O[CH2:12][CH2:13][N:14]2[CH:18]=[C:17]([I:19])[CH:16]=[C:15]2[CH2:20][OH:21])(=O)=O)=CC=1.[H-].[Na+]. (3) Given the product [Br:12][C:13]1[CH:18]=[CH:17][CH:16]=[CH:15][C:14]=1[CH2:19][C:20](=[O:21])[CH2:4][C:3]([F:7])([F:6])[F:2], predict the reactants needed to synthesize it. The reactants are: Cl.[F:2][C:3]([F:7])([F:6])[CH2:4]N.N([O-])=O.[Na+].[Br:12][C:13]1[CH:18]=[CH:17][CH:16]=[CH:15][C:14]=1[CH2:19][CH:20]=[O:21]. (4) The reactants are: [NH2:1][C:2]1[CH:3]=[CH:4][CH:5]=[C:6]2[C:10]=1[N:9]([CH2:11][O:12][CH3:13])[C:8]([C:14]1[S:15][C:16]([C:19]([O:21][CH2:22][CH3:23])=[O:20])=[CH:17][N:18]=1)=[CH:7]2.[S:24]1[CH:28]=[CH:27][CH:26]=[C:25]1[S:29](Cl)(=[O:31])=[O:30]. Given the product [CH3:13][O:12][CH2:11][N:9]1[C:10]2[C:6](=[CH:5][CH:4]=[CH:3][C:2]=2[NH:1][S:29]([C:25]2[S:24][CH:28]=[CH:27][CH:26]=2)(=[O:31])=[O:30])[CH:7]=[C:8]1[C:14]1[S:15][C:16]([C:19]([O:21][CH2:22][CH3:23])=[O:20])=[CH:17][N:18]=1, predict the reactants needed to synthesize it.